This data is from Reaction yield outcomes from USPTO patents with 853,638 reactions. The task is: Predict the reaction yield, written as a fraction of the theoretical maximum amount of product (1.0 means a 100% yield; for example, 0.34 means a 34% yield). (1) The reactants are [CH3:1][O:2][CH2:3][CH2:4][O:5][P:6]([CH2:13][C:14]1[CH:19]=[CH:18][C:17]([N+:20]([O-])=O)=[C:16]([O:23][CH3:24])[CH:15]=1)(=[O:12])[O:7][CH2:8][CH2:9][O:10][CH3:11].[H][H]. The catalyst is CO.[Pd]. The product is [NH2:20][C:17]1[CH:18]=[CH:19][C:14]([CH2:13][P:6](=[O:12])([O:7][CH2:8][CH2:9][O:10][CH3:11])[O:5][CH2:4][CH2:3][O:2][CH3:1])=[CH:15][C:16]=1[O:23][CH3:24]. The yield is 0.970. (2) The yield is 0.450. The product is [N:12]1([CH2:18][CH2:19][C:20]2[CH2:2][CH:1]([N:3]3[CH2:7][CH2:6][CH2:5][C:4]3=[O:8])[O:22][N:21]=2)[CH2:17][CH2:16][CH2:15][CH2:14][CH2:13]1. The catalyst is C(Cl)(Cl)Cl. The reactants are [CH:1]([N:3]1[CH2:7][CH2:6][CH2:5][C:4]1=[O:8])=[CH2:2].[O-]Cl.[Na+].[N:12]1([CH2:18][CH2:19][CH:20]=[N:21][OH:22])[CH2:17][CH2:16][CH2:15][CH2:14][CH2:13]1.